Predict the reaction yield, written as a fraction of the theoretical maximum amount of product (1.0 means a 100% yield; for example, 0.34 means a 34% yield). From a dataset of Reaction yield outcomes from USPTO patents with 853,638 reactions. (1) The reactants are [CH3:1][NH:2][C:3]1[CH:8]=[CH:7][CH:6]=[CH:5][C:4]=1[NH2:9].[CH:10]([C:12]1[CH:21]=[CH:20][C:15]([C:16]([O:18][CH3:19])=[O:17])=[CH:14][CH:13]=1)=O. The catalyst is CO. The product is [CH3:19][O:18][C:16](=[O:17])[C:15]1[CH:20]=[CH:21][C:12]([C:10]2[N:2]([CH3:1])[C:3]3[CH:8]=[CH:7][CH:6]=[CH:5][C:4]=3[N:9]=2)=[CH:13][CH:14]=1. The yield is 0.337. (2) The yield is 0.610. The catalyst is O.O1CCCC1. The product is [CH3:1][C:2]1([CH3:19])[CH2:6][C:5]2[CH:7]=[C:8]([N:14]3[CH:18]=[N:17][N:16]=[N:15]3)[CH:9]=[C:10]([CH2:11][OH:12])[C:4]=2[O:3]1. The reactants are [CH3:1][C:2]1([CH3:19])[CH2:6][C:5]2[CH:7]=[C:8]([N:14]3[CH:18]=[N:17][N:16]=[N:15]3)[CH:9]=[C:10]([C:11](O)=[O:12])[C:4]=2[O:3]1.CN1CCOCC1.C(OC(Cl)=O)C(C)C.[BH4-].[Na+]. (3) The yield is 1.00. The reactants are Br[C:2]1[CH:3]([C:10]2[C:11]([F:31])=[C:12]([N:16]([CH2:28][O:29][CH3:30])[S:17]([C:20]3[CH:25]=[C:24]([F:26])[CH:23]=[CH:22][C:21]=3[F:27])(=[O:19])=[O:18])[CH:13]=[CH:14][CH:15]=2)[NH:4][N:5]([CH:7]([CH3:9])[CH3:8])[CH:6]=1.[CH3:32][C:33]1([CH3:40])[C:37]([CH3:39])([CH3:38])[O:36][BH:35][O:34]1.C1(P(C2CCCCC2)C2C=CC=CC=2C2C(OC)=CC=CC=2OC)CCCCC1. The product is [F:27][C:21]1[CH:22]=[CH:23][C:24]([F:26])=[CH:25][C:20]=1[S:17]([N:16]([C:12]1[CH:13]=[CH:14][CH:15]=[C:10]([C:3]2[C:2]([B:35]3[O:36][C:37]([CH3:39])([CH3:38])[C:33]([CH3:40])([CH3:32])[O:34]3)=[CH:6][N:5]([CH:7]([CH3:9])[CH3:8])[N:4]=2)[C:11]=1[F:31])[CH2:28][O:29][CH3:30])(=[O:19])=[O:18]. The catalyst is C1(C)C=CC=CC=1.CC#N.CC#N.Cl[Pd]Cl. (4) The reactants are [OH:1][CH2:2][C:3]([CH3:27])([CH3:26])[CH2:4][NH:5][C:6]([C:8]1[C:16]2[C:11](=[N:12][CH:13]=[C:14](Br)[N:15]=2)[N:10]([CH2:18][O:19][CH2:20][CH2:21][Si:22]([CH3:25])([CH3:24])[CH3:23])[CH:9]=1)=[O:7].[CH:28]([B-](F)(F)F)=[CH2:29].[K+].C(=O)([O-])[O-].[Cs+].[Cs+].C1COCC1. The catalyst is C1C=CC(P(C2C=CC=CC=2)[C-]2C=CC=C2)=CC=1.C1C=CC(P(C2C=CC=CC=2)[C-]2C=CC=C2)=CC=1.Cl[Pd]Cl.[Fe+2].O. The product is [OH:1][CH2:2][C:3]([CH3:27])([CH3:26])[CH2:4][NH:5][C:6]([C:8]1[C:16]2[C:11](=[N:12][CH:13]=[C:14]([CH:28]=[CH2:29])[N:15]=2)[N:10]([CH2:18][O:19][CH2:20][CH2:21][Si:22]([CH3:25])([CH3:24])[CH3:23])[CH:9]=1)=[O:7]. The yield is 0.710. (5) The reactants are [CH2:1]([C:11]1[CH:16]=[C:15]([CH3:17])[C:14]([NH2:18])=[C:13]([CH3:19])[CH:12]=1)[C:2]1[CH:7]=[C:6]([CH3:8])[C:5]([NH2:9])=[C:4]([CH3:10])[CH:3]=1.[CH2:20]([C:22]([CH3:24])=O)[CH3:21]. The catalyst is [Pt].C1(C)C=CC=CC=1. The product is [CH:20]([NH:18][C:14]1[C:15]([CH3:17])=[CH:16][C:11]([CH2:1][C:2]2[CH:7]=[C:6]([CH3:8])[C:5]([NH:9][CH:1]([CH2:2][CH3:3])[CH3:11])=[C:4]([CH3:10])[CH:3]=2)=[CH:12][C:13]=1[CH3:19])([CH2:22][CH3:24])[CH3:21]. The yield is 0.960.